This data is from Reaction yield outcomes from USPTO patents with 853,638 reactions. The task is: Predict the reaction yield, written as a fraction of the theoretical maximum amount of product (1.0 means a 100% yield; for example, 0.34 means a 34% yield). (1) The reactants are [CH3:1][N:2]1[C@@H:19]2[CH2:20][C:7]3=[CH:8][CH:9]=[C:10]([OH:21])[C:11]4[O:12][C@H:13]5[C:14]([CH2:16][CH2:17][C@@H:18]2[C@:5]5([C:6]=43)[CH2:4][CH2:3]1)=[O:15].Cl.CS(O)(=O)=O.[CH2:28](O)[CH2:29][OH:30]. No catalyst specified. The product is [CH3:1][N:2]1[CH2:3][CH2:4][C@@:5]23[C:6]4[C:7]5[CH2:20][C@@H:19]1[C@@H:18]2[CH2:17][CH2:16][C:14]1([C@@H:13]3[O:12][C:11]=4[C:10]([OH:21])=[CH:9][CH:8]=5)[O:30][CH2:29][CH2:28][O:15]1. The yield is 0.999. (2) The reactants are [C:1]([O:5][C:6]([N:8]1[CH2:14][CH2:13][CH2:12][N:11]([C:15]2[CH:16]=[N:17][C:18]([N+:21]([O-])=O)=[CH:19][CH:20]=2)[CH2:10][CH2:9]1)=[O:7])([CH3:4])([CH3:3])[CH3:2].[H][H]. The catalyst is [Pd]. The product is [C:1]([O:5][C:6]([N:8]1[CH2:14][CH2:13][CH2:12][N:11]([C:15]2[CH:16]=[N:17][C:18]([NH2:21])=[CH:19][CH:20]=2)[CH2:10][CH2:9]1)=[O:7])([CH3:4])([CH3:2])[CH3:3]. The yield is 0.980.